This data is from Forward reaction prediction with 1.9M reactions from USPTO patents (1976-2016). The task is: Predict the product of the given reaction. (1) Given the reactants O[CH:2]([CH:16]1[CH2:20][CH2:19][S:18][C:17]1=[O:21])[C:3]1[CH:8]=[CH:7][C:6]([CH:9]([CH3:15])[C:10]([O:12][CH2:13][CH3:14])=[O:11])=[CH:5][CH:4]=1.C1(C)C=CC(S(O)(=O)=O)=CC=1, predict the reaction product. The product is: [O:21]=[C:17]1[C:16](=[CH:2][C:3]2[CH:8]=[CH:7][C:6]([CH:9]([CH3:15])[C:10]([O:12][CH2:13][CH3:14])=[O:11])=[CH:5][CH:4]=2)[CH2:20][CH2:19][S:18]1. (2) Given the reactants [CH3:1][CH:2]([CH3:5])[CH:3]=O.[C:6]1(=[O:13])CCCCCC1.[C:14]([O-:17])(=O)C.[NH4+:18].[Cl:19][C:20]1[CH:25]=[CH:24][C:23]([F:26])=[CH:22][C:21]=1[NH2:27], predict the reaction product. The product is: [Cl:19][C:20]1[CH:25]=[CH:24][C:23]([F:26])=[CH:22][C:21]=1[N:27]1[C:6](=[O:13])[CH:3]([CH:2]([CH3:5])[CH3:1])[NH:18][C:14]1=[O:17]. (3) Given the reactants [F:1][C:2]1[CH:7]=[C:6]([F:8])[CH:5]=[CH:4][C:3]=1[N:9]1[CH:13]([C:14]2[CH:19]=[CH:18][CH:17]=[C:16]([C:20]3[CH:25]=[CH:24][C:23]([CH:26]=[O:27])=[CH:22][N:21]=3)[CH:15]=2)[CH2:12][C:11]([C:28]([F:34])([F:33])[C:29]([F:32])([F:31])[F:30])=[N:10]1.[BH4-].[Na+], predict the reaction product. The product is: [F:1][C:2]1[CH:7]=[C:6]([F:8])[CH:5]=[CH:4][C:3]=1[N:9]1[CH:13]([C:14]2[CH:19]=[CH:18][CH:17]=[C:16]([C:20]3[CH:25]=[CH:24][C:23]([CH2:26][OH:27])=[CH:22][N:21]=3)[CH:15]=2)[CH2:12][C:11]([C:28]([F:33])([F:34])[C:29]([F:32])([F:30])[F:31])=[N:10]1.